This data is from Catalyst prediction with 721,799 reactions and 888 catalyst types from USPTO. The task is: Predict which catalyst facilitates the given reaction. Reactant: [NH2:1][C:2]1[C:7]2[C:8]([C:11]3[CH:16]=[CH:15][C:14]([NH:17][C:18]([NH:20][C:21]4[CH:26]=[CH:25][CH:24]=[C:23]([F:27])[CH:22]=4)=[O:19])=[CH:13][CH:12]=3)=[CH:9][S:10][C:6]=2[C:5]([C:28]2[CH:29]=[N:30][N:31]([CH2:33][CH2:34][OH:35])[CH:32]=2)=[CH:4][N:3]=1.[C:36]([OH:43])(=[O:42])/[CH:37]=[CH:38]\[C:39]([OH:41])=[O:40]. Product: [C:36]([OH:43])(=[O:42])/[CH:37]=[CH:38]\[C:39]([OH:41])=[O:40].[NH2:1][C:2]1[C:7]2[C:8]([C:11]3[CH:12]=[CH:13][C:14]([NH:17][C:18]([NH:20][C:21]4[CH:26]=[CH:25][CH:24]=[C:23]([F:27])[CH:22]=4)=[O:19])=[CH:15][CH:16]=3)=[CH:9][S:10][C:6]=2[C:5]([C:28]2[CH:29]=[N:30][N:31]([CH2:33][CH2:34][OH:35])[CH:32]=2)=[CH:4][N:3]=1. The catalyst class is: 9.